Task: Predict the reaction yield, written as a fraction of the theoretical maximum amount of product (1.0 means a 100% yield; for example, 0.34 means a 34% yield).. Dataset: Reaction yield outcomes from USPTO patents with 853,638 reactions (1) The reactants are [NH2:1][C:2]1[CH:3]=[C:4]([C:8]2([CH2:23][CH3:24])[CH:13]3[CH:9]2[C:10](=[O:22])[N:11]([CH2:15][C:16]2[CH:21]=[CH:20][CH:19]=[CH:18][CH:17]=2)[C:12]3=[O:14])[CH:5]=[CH:6][CH:7]=1.N1C=CC=CC=1.[CH3:31][S:32](Cl)(=[O:34])=[O:33]. The catalyst is ClCCl. The product is [CH2:15]([N:11]1[C:12](=[O:14])[CH:13]2[CH:9]([C:8]2([C:4]2[CH:3]=[C:2]([NH:1][S:32]([CH3:31])(=[O:34])=[O:33])[CH:7]=[CH:6][CH:5]=2)[CH2:23][CH3:24])[C:10]1=[O:22])[C:16]1[CH:17]=[CH:18][CH:19]=[CH:20][CH:21]=1. The yield is 0.980. (2) The reactants are C(O[C:6](=[O:25])[NH:7][C@H:8]([CH:13]([C:15](=[O:24])[NH:16][CH2:17][C:18]1[CH:23]=[CH:22][CH:21]=[CH:20][CH:19]=1)[OH:14])[CH2:9][CH2:10][CH2:11][CH3:12])(C)(C)C.FC(F)(F)C(O)=O.C(N(CC)C(C)C)(C)C.[CH2:42]([O:49][C:50]([NH:52][C@@H:53]([CH3:71])[C:54]([NH:56][C@@H:57]([CH2:61][C:62]1[C:70]2[C:65](=[CH:66][CH:67]=[CH:68][CH:69]=2)[NH:64][CH:63]=1)C(O)=O)=[O:55])=[O:51])[C:43]1[CH:48]=[CH:47][CH:46]=[CH:45][CH:44]=1.CN(C(ON1N=NC2C=CC=NC1=2)=[N+](C)C)C.F[P-](F)(F)(F)(F)F. The catalyst is ClCCl.CN(C=O)C. The product is [CH2:42]([O:49][C:50](=[O:51])[NH:52][C@H:53]([C:54](=[O:55])[NH:56][C@H:57]([C:6](=[O:25])[NH:7][C@H:8]([CH:13]([C:15](=[O:24])[NH:16][CH2:17][C:18]1[CH:19]=[CH:20][CH:21]=[CH:22][CH:23]=1)[OH:14])[CH2:9][CH2:10][CH2:11][CH3:12])[CH2:61][C:62]1[C:70]2[C:65](=[CH:66][CH:67]=[CH:68][CH:69]=2)[NH:64][CH:63]=1)[CH3:71])[C:43]1[CH:44]=[CH:45][CH:46]=[CH:47][CH:48]=1. The yield is 0.890. (3) The catalyst is C(OCC)(=O)C. The reactants are [Si:1](Cl)([C:4]([CH3:7])([CH3:6])[CH3:5])([CH3:3])[CH3:2].OCC[NH:12][C:13]([CH:15]1[O:20][C:19]2[CH:21]=[CH:22][CH:23]=[CH:24][C:18]=2[NH:17][CH2:16]1)=[O:14].N1[CH:29]=[CH:28]N=C1.CN(C=[O:34])C. The yield is 0.820. The product is [Si:1]([O:34][CH2:28][CH2:29][C:15]1([C:13]([NH2:12])=[O:14])[O:20][C:19]2[CH:21]=[CH:22][CH:23]=[CH:24][C:18]=2[NH:17][CH2:16]1)([C:4]([CH3:7])([CH3:6])[CH3:5])([CH3:3])[CH3:2]. (4) The catalyst is O1CCCC1.O.O1CCOCC1. The yield is 0.0700. The product is [NH:18]1[CH:19]=[N:20][C:16]([C:12]2[CH:11]=[C:10]3[C:15](=[CH:14][CH:13]=2)[NH:7][N:8]=[C:9]3[C:40]2[CH:41]=[C:42]([C:43]([NH:67][C:66]3[CH:68]=[CH:69][C:63]([F:62])=[CH:64][CH:65]=3)=[O:45])[CH:47]=[CH:48][CH:49]=2)=[N:17]1. The reactants are O1CCCCC1[N:7]1[C:15]2[C:10](=[CH:11][C:12]([C:16]3[N:20]=[CH:19][N:18](C(C4C=CC=CC=4)(C4C=CC=CC=4)C4C=CC=CC=4)[N:17]=3)=[CH:13][CH:14]=2)[C:9]([C:40]2[CH:41]=[C:42]([CH:47]=[CH:48][CH:49]=2)[C:43]([O:45]C)=O)=[N:8]1.[OH-].[Li+].ON1C2C=CC=CC=2N=N1.[F:62][C:63]1[CH:69]=[CH:68][C:66]([NH2:67])=[CH:65][CH:64]=1.Cl.C(N=C=NCCCN(C)C)C.Cl. (5) The reactants are [CH:1]([C:4]1[CH:11]=[CH:10][C:7]([CH:8]=[O:9])=[CH:6][CH:5]=1)([CH3:3])[CH3:2].[NH2:12][C:13]1[N:14]=[N:15][C:16]([CH3:19])=[CH:17][CH:18]=1.C([O:22][C:23](=O)[C:24]([OH:37])=[CH:25][C:26]([C:28]1[CH:33]=[CH:32][C:31]([CH:34]([CH3:36])[CH3:35])=[CH:30][CH:29]=1)=O)C. No catalyst specified. The product is [OH:37][C:24]1[C:23](=[O:22])[N:12]([C:13]2[N:14]=[N:15][C:16]([CH3:19])=[CH:17][CH:18]=2)[CH:26]([C:28]2[CH:29]=[CH:30][C:31]([CH:34]([CH3:35])[CH3:36])=[CH:32][CH:33]=2)[C:25]=1[C:8](=[O:9])[C:7]1[CH:6]=[CH:5][C:4]([CH:1]([CH3:3])[CH3:2])=[CH:11][CH:10]=1. The yield is 0.100.